From a dataset of Forward reaction prediction with 1.9M reactions from USPTO patents (1976-2016). Predict the product of the given reaction. (1) Given the reactants [CH3:1][C:2]1[CH:18]=[C:17]([CH3:19])[CH:16]=[CH:15][C:3]=1[C:4]([C:6]1[CH:14]=[CH:13][CH:12]=[CH:11][C:7]=1[C:8]([OH:10])=O)=[O:5].S(Cl)(Cl)=O.[CH3:24][NH:25][CH2:26][C:27]([O:29][CH3:30])=[O:28].CCN(C(C)C)C(C)C, predict the reaction product. The product is: [CH3:1][C:2]1[CH:18]=[C:17]([CH3:19])[CH:16]=[CH:15][C:3]=1[C:4]([C:6]1[CH:14]=[CH:13][CH:12]=[CH:11][C:7]=1[C:8]([N:25]([CH3:24])[CH2:26][C:27]([O:29][CH3:30])=[O:28])=[O:10])=[O:5]. (2) Given the reactants C(N(CC)CC)C.[OH:8]/[N:9]=[C:10](\[NH2:22])/[C:11]1[CH:16]=[CH:15][C:14]([C:17]2[N:18]=[N:19][S:20][CH:21]=2)=[CH:13][CH:12]=1.[Cl:23][C:24]1[CH:29]=[CH:28][CH:27]=[CH:26][C:25]=1[C:30]1[C:34]([C:35](Cl)=[O:36])=[C:33]([CH3:38])[O:32][N:31]=1, predict the reaction product. The product is: [Cl:23][C:24]1[CH:29]=[CH:28][CH:27]=[CH:26][C:25]=1[C:30]1[C:34]([C:35]([O:8]/[N:9]=[C:10](\[NH2:22])/[C:11]2[CH:12]=[CH:13][C:14]([C:17]3[N:18]=[N:19][S:20][CH:21]=3)=[CH:15][CH:16]=2)=[O:36])=[C:33]([CH3:38])[O:32][N:31]=1.